Dataset: Reaction yield outcomes from USPTO patents with 853,638 reactions. Task: Predict the reaction yield, written as a fraction of the theoretical maximum amount of product (1.0 means a 100% yield; for example, 0.34 means a 34% yield). (1) The catalyst is CO. The yield is 0.730. The product is [C:21]([Si:16]1([C:25]([CH3:28])([CH3:27])[CH3:26])[O:15][CH:14]2[CH:13]([OH:29])[CH:12]([N:8]3[C:6]4[N:7]=[C:2]([N:1]=[CH:31][N:33]([CH3:35])[CH3:34])[N:3]=[CH:4][C:5]=4[S:10][C:9]3=[O:11])[O:20][CH:19]2[CH2:18][O:17]1)([CH3:22])([CH3:23])[CH3:24]. The reactants are [NH2:1][C:2]1[N:3]=[CH:4][C:5]2[S:10][C:9](=[O:11])[N:8]([CH:12]3[O:20][CH:19]4[CH:14]([O:15][Si:16]([C:25]([CH3:28])([CH3:27])[CH3:26])([C:21]([CH3:24])([CH3:23])[CH3:22])[O:17][CH2:18]4)[CH:13]3[OH:29])[C:6]=2[N:7]=1.C[C:31]([N:33]([CH3:35])[CH3:34])=O.[CH3:31][N:33]([CH:35]=O)[CH3:34]. (2) The yield is 0.520. The catalyst is CC(C)=O. The reactants are [S-:1][C:2]#[N:3].[NH4+].[CH:5]([C:7]1[CH:14]=[CH:13][C:10]([CH2:11]Cl)=[CH:9][CH:8]=1)=[CH2:6]. The product is [CH:5]([C:7]1[CH:14]=[CH:13][C:10]([CH2:11][S:1][C:2]#[N:3])=[CH:9][CH:8]=1)=[CH2:6]. (3) The reactants are [C:1]([O:7][CH2:8][N:9]=[N+:10]=[N-:11])(=[O:6])[C:2]([CH3:5])([CH3:4])[CH3:3].[C:12]([C:14]1[CH:19]=[C:18]([O:20][C:21]2[CH:26]=[CH:25][C:24]([NH2:27])=[C:23]([F:28])[CH:22]=2)[CH:17]=[CH:16][N:15]=1)#[CH:13].O=C1O[C@H]([C@H](CO)O)C([O-])=C1O.[Na+]. The catalyst is C(O)(C)(C)C.O.CCOC(C)=O.S([O-])([O-])(=O)=O.[Cu+2]. The product is [C:1]([O:7][CH2:8][N:9]1[CH:13]=[C:12]([C:14]2[CH:19]=[C:18]([O:20][C:21]3[CH:26]=[CH:25][C:24]([NH2:27])=[C:23]([F:28])[CH:22]=3)[CH:17]=[CH:16][N:15]=2)[N:11]=[N:10]1)(=[O:6])[C:2]([CH3:5])([CH3:4])[CH3:3]. The yield is 0.900. (4) The product is [CH3:16][C:11]1[O:12][C:13]([CH3:15])=[CH:14][C:10]=1[CH2:9][NH:8][C:6]1[C:5]([F:17])=[CH:4][N:3]=[C:2]([NH:18][C:19]2[CH:24]=[CH:23][CH:22]=[C:21]([OH:25])[CH:20]=2)[N:7]=1. The yield is 0.510. No catalyst specified. The reactants are Cl[C:2]1[N:7]=[C:6]([NH:8][CH2:9][C:10]2[CH:14]=[C:13]([CH3:15])[O:12][C:11]=2[CH3:16])[C:5]([F:17])=[CH:4][N:3]=1.[NH2:18][C:19]1[CH:20]=[C:21]([OH:25])[CH:22]=[CH:23][CH:24]=1. (5) The reactants are [C:1]([O:5][C:6](=[O:20])[NH:7][CH2:8][C:9]1[CH:14]=[C:13]([CH3:15])[C:12]([C:16]#[N:17])=[C:11]([O:18][CH3:19])[N:10]=1)([CH3:4])([CH3:3])[CH3:2]. The catalyst is CC(O)=O.C(O)C.[Ni]. The product is [C:1]([O:5][C:6](=[O:20])[NH:7][CH2:8][C:9]1[CH:14]=[C:13]([CH3:15])[C:12]([CH2:16][NH2:17])=[C:11]([O:18][CH3:19])[N:10]=1)([CH3:3])([CH3:4])[CH3:2]. The yield is 0.880. (6) The reactants are [CH:1]12[C:9](=[C:10]([C:26]3[CH:31]=[CH:30][C:29]([OH:32])=[CH:28][CH:27]=3)[C:11]3[CH:16]=CC(/C=C/C(OC(C)(C)C)=O)=C[CH:12]=3)[CH:5]([CH2:6][CH2:7][CH2:8]1)CCC2.C(N(CC)[CH:37]([CH3:39])[CH3:38])(C)C.[CH3:42][C:43]([OH:47])([C:45]#[CH:46])[CH3:44].[NH4+].[Cl-]. The catalyst is CN(C=O)C.Cl[Pd](Cl)([P](C1C=CC=CC=1)(C1C=CC=CC=1)C1C=CC=CC=1)[P](C1C=CC=CC=1)(C1C=CC=CC=1)C1C=CC=CC=1.[Cu]I.O. The product is [OH:47][C:43]([CH3:44])([CH3:42])[C:45]#[C:46][C:7]1[CH:6]=[CH:5][C:9]([C:10](=[C:11]2[CH2:12][C:9]([CH3:10])([CH3:1])[CH2:5][C:37]([CH3:38])([CH3:39])[CH2:16]2)[C:26]2[CH:27]=[CH:28][C:29]([OH:32])=[CH:30][CH:31]=2)=[CH:1][CH:8]=1. The yield is 0.670. (7) The reactants are [Cl:1][C:2]1[CH:11]=[CH:10][C:9]2[C:4](=[C:5]([NH2:12])[CH:6]=[CH:7][CH:8]=2)[N:3]=1.[N:13]1[CH:18]=[CH:17][CH:16]=[C:15]([CH:19]=O)[CH:14]=1.CC(O)=O.[BH3-]C#N.[Na+]. The catalyst is CO. The product is [Cl:1][C:2]1[CH:11]=[CH:10][C:9]2[C:4](=[C:5]([NH:12][CH2:19][C:15]3[CH:14]=[N:13][CH:18]=[CH:17][CH:16]=3)[CH:6]=[CH:7][CH:8]=2)[N:3]=1. The yield is 0.800.